This data is from Full USPTO retrosynthesis dataset with 1.9M reactions from patents (1976-2016). The task is: Predict the reactants needed to synthesize the given product. (1) Given the product [Si:1]([O:18][CH2:19][C:20]1[N:25]=[C:24]2[C:26]([C:29]([N:47]3[CH2:48][C:45]([F:49])([F:44])[CH2:46]3)=[O:30])=[N:27][O:28][C:23]2=[C:22]([Cl:34])[C:21]=1[N:35]1[CH2:36][C@H:37]([CH3:42])[O:38][C@H:39]([CH3:41])[CH2:40]1)([C:14]([CH3:16])([CH3:17])[CH3:15])([C:8]1[CH:13]=[CH:12][CH:11]=[CH:10][CH:9]=1)[C:2]1[CH:7]=[CH:6][CH:5]=[CH:4][CH:3]=1, predict the reactants needed to synthesize it. The reactants are: [Si:1]([O:18][CH2:19][C:20]1[N:25]=[C:24]2[C:26]([C:29](OCC)=[O:30])=[N:27][O:28][C:23]2=[C:22]([Cl:34])[C:21]=1[N:35]1[CH2:40][C@H:39]([CH3:41])[O:38][C@H:37]([CH3:42])[CH2:36]1)([C:14]([CH3:17])([CH3:16])[CH3:15])([C:8]1[CH:13]=[CH:12][CH:11]=[CH:10][CH:9]=1)[C:2]1[CH:7]=[CH:6][CH:5]=[CH:4][CH:3]=1.Cl.[F:44][C:45]1([F:49])[CH2:48][NH:47][CH2:46]1. (2) Given the product [OH:19][C:6]1([CH2:5][CH2:4][OH:3])[CH2:11][CH2:10][N:9]([C:12]([O:14][C:15]([CH3:16])([CH3:17])[CH3:18])=[O:13])[CH2:8][CH2:7]1, predict the reactants needed to synthesize it. The reactants are: C([O:3][C:4](=O)[CH2:5][C:6]1([OH:19])[CH2:11][CH2:10][N:9]([C:12]([O:14][C:15]([CH3:18])([CH3:17])[CH3:16])=[O:13])[CH2:8][CH2:7]1)C.[H-].[Al+3].[Li+].[H-].[H-].[H-].[OH-].[Na+].CC(OI1(OC(C)=O)(OC(C)=O)OC(=O)C2C=CC=CC1=2)=O. (3) Given the product [CH3:1][N:2]([CH3:20])[C:3]([C:5]1[N:14]([CH:15]2[CH2:19][CH2:18][CH2:17][CH2:16]2)[C:8]2[N:9]=[C:10]([NH:39][C:36]3[N:35]=[CH:34][C:33]([N:30]4[CH2:29][CH2:28][CH:27]([N:46]([CH3:47])[CH3:45])[CH2:32][CH2:31]4)=[CH:38][CH:37]=3)[N:11]=[CH:12][C:7]=2[CH:6]=1)=[O:4], predict the reactants needed to synthesize it. The reactants are: [CH3:1][N:2]([CH3:20])[C:3]([C:5]1[N:14]([CH:15]2[CH2:19][CH2:18][CH2:17][CH2:16]2)[C:8]2[N:9]=[C:10](Cl)[N:11]=[CH:12][C:7]=2[CH:6]=1)=[O:4].C([Si](C)(C)O[CH:27]1[CH2:32][CH2:31][N:30]([C:33]2[CH:34]=[N:35][C:36]([NH2:39])=[CH:37][CH:38]=2)[CH2:29][CH2:28]1)(C)(C)C.CCC[CH2:45][N+:46](CCCC)(CCCC)[CH2:47]CCC.[F-]. (4) Given the product [CH2:1]([O:8][C:9]1[CH:10]=[CH:11][CH:12]=[C:13]2[C:17]=1[N:16]([CH2:20][C:21]1[CH:28]=[CH:27][C:24]([CH3:25])=[CH:23][CH:22]=1)[CH:15]=[CH:14]2)[C:2]1[CH:7]=[CH:6][CH:5]=[CH:4][CH:3]=1, predict the reactants needed to synthesize it. The reactants are: [CH2:1]([O:8][C:9]1[CH:10]=[CH:11][CH:12]=[C:13]2[C:17]=1[NH:16][CH:15]=[CH:14]2)[C:2]1[CH:7]=[CH:6][CH:5]=[CH:4][CH:3]=1.[H-].[Na+].[CH3:20][C:21]1[CH:28]=[CH:27][C:24]([CH2:25]Cl)=[CH:23][CH:22]=1.O. (5) Given the product [CH3:21][N:8]([C:9]1[CH:14]=[CH:13][N:12]=[C:11]([C:15]2[CH:20]=[CH:19][CH:18]=[CH:17][CH:16]=2)[N:10]=1)[C:6]1[CH:5]=[CH:4][N:3]=[C:2]([NH:30][CH2:29][CH2:28][C:24]2[CH:23]=[N:22][CH:27]=[CH:26][CH:25]=2)[N:7]=1, predict the reactants needed to synthesize it. The reactants are: F[C:2]1[N:7]=[C:6]([N:8]([CH3:21])[C:9]2[CH:14]=[CH:13][N:12]=[C:11]([C:15]3[CH:20]=[CH:19][CH:18]=[CH:17][CH:16]=3)[N:10]=2)[CH:5]=[CH:4][N:3]=1.[N:22]1[CH:27]=[CH:26][CH:25]=[C:24]([CH2:28][CH2:29][NH2:30])[CH:23]=1. (6) Given the product [CH2:40]([O:39][C:37]([CH:36]1[CH2:42][CH2:43][N:33]([CH2:19][CH2:18][C:15]2[C:14]3[CH:25]=[CH:26][C:11]([O:10][C:2]4[S:1][C:5]5[CH:6]=[CH:7][CH:8]=[CH:9][C:4]=5[N:3]=4)=[CH:12][C:13]=3[O:17][CH:16]=2)[CH2:34][CH2:35]1)=[O:38])[CH3:41], predict the reactants needed to synthesize it. The reactants are: [S:1]1[C:5]2[CH:6]=[CH:7][CH:8]=[CH:9][C:4]=2[N:3]=[C:2]1[O:10][C:11]1[CH:26]=[CH:25][C:14]2[C:15]([CH2:18][CH2:19]OS(C)(=O)=O)=[CH:16][O:17][C:13]=2[CH:12]=1.C([O-])([O-])=O.[K+].[K+].[NH:33]1[CH2:43][CH2:42][CH:36]([C:37]([O:39][CH2:40][CH3:41])=[O:38])[CH2:35][CH2:34]1.